The task is: Predict the reactants needed to synthesize the given product.. This data is from Full USPTO retrosynthesis dataset with 1.9M reactions from patents (1976-2016). Given the product [CH2:33]1[N:35]2[CH2:32][CH2:30][O:29][CH2:8][CH2:9][O:25][CH2:26][CH2:28][N:35]([CH2:32][CH2:30][O:29][CH2:8][CH2:9][O:25][CH2:26][CH2:28]2)[CH2:33][CH2:34][O:29][CH2:8][CH2:9][O:25][CH2:34]1, predict the reactants needed to synthesize it. The reactants are: [K].[CH3:28][C:26]([O:25][CH2:9][C@H:8]1[O:29][C@@H:30](OC(C)=O)[C@@H:32](OS(C(F)(F)F)(=O)=O)[C@@H:9]([O:25][C:26]([CH3:28])=O)[C@@H:8]1[O:29][C:30]([CH3:32])=O)=O.[C:33](#[N:35])[CH3:34].